Dataset: Catalyst prediction with 721,799 reactions and 888 catalyst types from USPTO. Task: Predict which catalyst facilitates the given reaction. The catalyst class is: 4. Reactant: [F:1][CH:2]([F:26])[O:3][C:4]1[CH:9]=[CH:8][C:7]([CH:10]([C:12]2([C:18]3[CH:19]=[C:20]([CH3:24])[CH:21]=[CH:22][CH:23]=3)SCCCS2)[OH:11])=[CH:6][C:5]=1[CH3:25].C([OH:31])(C)(C)C.CC(OI1(OC(C)=O)(OC(C)=O)OC(=O)C2C=CC=CC1=2)=O.S([O-])([O-])(=O)=S.[Na+].[Na+]. Product: [F:1][CH:2]([F:26])[O:3][C:4]1[CH:9]=[CH:8][C:7]([C:10](=[O:11])[C:12]([C:18]2[CH:19]=[C:20]([CH3:24])[CH:21]=[CH:22][CH:23]=2)=[O:31])=[CH:6][C:5]=1[CH3:25].